Dataset: Catalyst prediction with 721,799 reactions and 888 catalyst types from USPTO. Task: Predict which catalyst facilitates the given reaction. (1) Reactant: [Br:1][C:2]1[CH:10]=[C:9]2[C:5]([C:6]([C:11](=[O:16])[C:12]([F:15])([F:14])[F:13])=[CH:7][NH:8]2)=[CH:4][CH:3]=1.Br[CH2:18][C:19]([O:21][C:22]([CH3:25])([CH3:24])[CH3:23])=[O:20].C(=O)([O-])[O-].[K+].[K+]. Product: [Br:1][C:2]1[CH:10]=[C:9]2[C:5]([C:6]([C:11](=[O:16])[C:12]([F:13])([F:14])[F:15])=[CH:7][N:8]2[CH2:18][C:19]([O:21][C:22]([CH3:25])([CH3:24])[CH3:23])=[O:20])=[CH:4][CH:3]=1. The catalyst class is: 10. (2) Reactant: [CH3:1][O:2][C:3]1[C:11]([N+:12]([O-:14])=[O:13])=[C:10]2[C:6]([C:7](=[O:16])[C:8](=O)[NH:9]2)=[CH:5][CH:4]=1.C(=O)([O-])[O-].[Cs+].[Cs+].[Cl:23][CH2:24][CH2:25]CI.[OH-:28].[Na+].OO.Cl. Product: [Cl:23][CH2:24][CH2:25][CH2:8][NH:9][C:10]1[C:11]([N+:12]([O-:14])=[O:13])=[C:3]([O:2][CH3:1])[CH:4]=[CH:5][C:6]=1[C:7]([OH:16])=[O:28]. The catalyst class is: 80. (3) Reactant: C(Cl)(=O)C.C(OC([N:12]1[CH2:17][CH2:16][CH2:15][C@H:14]2[CH2:18][N:19]([C:21]3[C:30]([O:31][CH3:32])=[C:29]4[C:24]([C:25](=[O:46])[C:26]([C:36]([O:38][CH2:39][C:40]5[CH:45]=[CH:44][CH:43]=[CH:42][CH:41]=5)=[O:37])=[CH:27][N:28]4[CH:33]4[CH2:35][CH2:34]4)=[CH:23][C:22]=3[F:47])[CH2:20][C@@H:13]12)=O)(C)(C)C.Cl. Product: [CH:33]1([N:28]2[C:29]3[C:24](=[CH:23][C:22]([F:47])=[C:21]([N:19]4[CH2:18][C@H:14]5[C@H:13]([NH:12][CH2:17][CH2:16][CH2:15]5)[CH2:20]4)[C:30]=3[O:31][CH3:32])[C:25](=[O:46])[C:26]([C:36]([O:38][CH2:39][C:40]3[CH:41]=[CH:42][CH:43]=[CH:44][CH:45]=3)=[O:37])=[CH:27]2)[CH2:35][CH2:34]1. The catalyst class is: 5.